The task is: Predict the reaction yield, written as a fraction of the theoretical maximum amount of product (1.0 means a 100% yield; for example, 0.34 means a 34% yield).. This data is from Reaction yield outcomes from USPTO patents with 853,638 reactions. (1) The reactants are [C:1]([O:4][C@H:5]([CH3:34])[C:6](=O)[NH:7][C:8]1[C:9]([NH:26][CH:27]2[CH2:32][CH2:31][CH2:30][O:29][CH2:28]2)=[C:10]2[CH:16]=[CH:15][N:14]([S:17]([C:20]3[CH:25]=[CH:24][CH:23]=[CH:22][CH:21]=3)(=[O:19])=[O:18])[C:11]2=[N:12][CH:13]=1)(=[O:3])[CH3:2]. The yield is 0.660. The catalyst is C(O)(=O)C. The product is [C:1]([O:4][C@@H:5]([C:6]1[N:26]([CH:27]2[CH2:32][CH2:31][CH2:30][O:29][CH2:28]2)[C:9]2=[C:10]3[CH:16]=[CH:15][N:14]([S:17]([C:20]4[CH:25]=[CH:24][CH:23]=[CH:22][CH:21]=4)(=[O:18])=[O:19])[C:11]3=[N:12][CH:13]=[C:8]2[N:7]=1)[CH3:34])(=[O:3])[CH3:2]. (2) The reactants are Cl.[CH2:2]([O:9][NH2:10])[C:3]1[CH:8]=[CH:7][CH:6]=[CH:5][CH:4]=1.N1C=CC=CC=1.[C:17]1([O:23][C:24](Cl)=[O:25])[CH:22]=[CH:21][CH:20]=[CH:19][CH:18]=1. The catalyst is C(#N)C.[Cl-].[Na+].O. The product is [CH2:2]([O:9][NH:10][C:24](=[O:25])[O:23][C:17]1[CH:22]=[CH:21][CH:20]=[CH:19][CH:18]=1)[C:3]1[CH:8]=[CH:7][CH:6]=[CH:5][CH:4]=1. The yield is 0.990. (3) The yield is 0.510. The product is [F:30][C:23]1[CH:22]=[C:21]([B:34]2[O:35][C:36]([CH3:38])([CH3:37])[C:32]([CH3:48])([CH3:31])[O:33]2)[C:29]2[S:28][N:27]=[CH:26][C:25]=2[CH:24]=1. The catalyst is O1CCOCC1.C1C=CC(/C=C/C(/C=C/C2C=CC=CC=2)=O)=CC=1.C1C=CC(/C=C/C(/C=C/C2C=CC=CC=2)=O)=CC=1.C1C=CC(/C=C/C(/C=C/C2C=CC=CC=2)=O)=CC=1.[Pd].[Pd]. The reactants are C1(P(C2CCCCC2)C2CCCCC2)CCCCC1.Br[C:21]1[C:29]2[S:28][N:27]=[CH:26][C:25]=2[CH:24]=[C:23]([F:30])[CH:22]=1.[CH3:31][C:32]1([CH3:48])[C:36]([CH3:38])([CH3:37])[O:35][B:34]([B:34]2[O:35][C:36]([CH3:38])([CH3:37])[C:32]([CH3:48])([CH3:31])[O:33]2)[O:33]1.C([O-])(=O)C.[K+]. (4) The reactants are Cl[C:2]1[CH:7]=[C:6]([C:8]([F:11])([F:10])[F:9])[N:5]=[C:4]([CH:12]2[CH2:16][CH2:15][CH2:14][CH2:13]2)[N:3]=1.[NH2:17][C:18]1[CH:23]=[CH:22][C:21]([CH2:24][C:25]([NH2:27])=[O:26])=[CH:20][CH:19]=1. No catalyst specified. The product is [CH:12]1([C:4]2[N:3]=[C:2]([NH:17][C:18]3[CH:19]=[CH:20][C:21]([CH2:24][C:25]([NH2:27])=[O:26])=[CH:22][CH:23]=3)[CH:7]=[C:6]([C:8]([F:11])([F:10])[F:9])[N:5]=2)[CH2:16][CH2:15][CH2:14][CH2:13]1. The yield is 0.650. (5) The reactants are [CH3:1][NH:2][C:3]1[CH:8]=[CH:7][N:6]=[CH:5][C:4]=1[NH2:9].[C:10](OC(=O)C)(=O)[CH3:11]. No catalyst specified. The product is [CH3:1][N:2]1[C:3]2[CH:8]=[CH:7][N:6]=[CH:5][C:4]=2[N:9]=[C:10]1[CH3:11]. The yield is 0.640. (6) The reactants are [CH3:1][O:2][C:3]12[CH2:10][CH2:9][C:6]([CH2:11][CH2:12][CH2:13]O)([CH2:7][CH2:8]1)[CH2:5][CH2:4]2.[C-:15]#[N:16].[Na+]. The catalyst is C(Cl)Cl.CS(C)=O.CCOCC. The product is [CH3:1][O:2][C:3]12[CH2:10][CH2:9][C:6]([CH2:11][CH2:12][CH2:13][C:15]#[N:16])([CH2:7][CH2:8]1)[CH2:5][CH2:4]2. The yield is 0.900. (7) The reactants are [NH2:1][C@@H:2]1[C:11]2[C:6](=[CH:7][CH:8]=[CH:9][CH:10]=2)[C@H:5]([OH:12])[CH2:4][CH2:3]1.[H-].[Na+].F[C:16]1[CH:17]=[C:18]([CH3:31])[C:19]2[N:20]([C:22]([C@@H:25]3[CH2:29][CH2:28][CH2:27][N:26]3[CH3:30])=[N:23][N:24]=2)[CH:21]=1. The catalyst is CN(C=O)C.CCOC(C)=O. The product is [CH3:31][C:18]1[C:19]2[N:20]([C:22]([C@@H:25]3[CH2:29][CH2:28][CH2:27][N:26]3[CH3:30])=[N:23][N:24]=2)[CH:21]=[C:16]([O:12][C@H:5]2[C:6]3[C:11](=[CH:10][CH:9]=[CH:8][CH:7]=3)[C@@H:2]([NH2:1])[CH2:3][CH2:4]2)[CH:17]=1. The yield is 0.580.